Dataset: NCI-60 drug combinations with 297,098 pairs across 59 cell lines. Task: Regression. Given two drug SMILES strings and cell line genomic features, predict the synergy score measuring deviation from expected non-interaction effect. (1) Drug 1: CC1=C(C=C(C=C1)NC2=NC=CC(=N2)N(C)C3=CC4=NN(C(=C4C=C3)C)C)S(=O)(=O)N.Cl. Drug 2: C1CCC(CC1)NC(=O)N(CCCl)N=O. Cell line: UACC-257. Synergy scores: CSS=12.6, Synergy_ZIP=1.84, Synergy_Bliss=7.64, Synergy_Loewe=4.30, Synergy_HSA=4.68. (2) Drug 1: C1=CC(=CC=C1CC(C(=O)O)N)N(CCCl)CCCl.Cl. Drug 2: CC(C)NC(=O)C1=CC=C(C=C1)CNNC.Cl. Cell line: SF-295. Synergy scores: CSS=5.53, Synergy_ZIP=-0.887, Synergy_Bliss=1.99, Synergy_Loewe=-3.58, Synergy_HSA=1.76. (3) Drug 1: CCC1=CC2CC(C3=C(CN(C2)C1)C4=CC=CC=C4N3)(C5=C(C=C6C(=C5)C78CCN9C7C(C=CC9)(C(C(C8N6C)(C(=O)OC)O)OC(=O)C)CC)OC)C(=O)OC.C(C(C(=O)O)O)(C(=O)O)O. Drug 2: C1CN(P(=O)(OC1)NCCCl)CCCl. Cell line: SW-620. Synergy scores: CSS=48.0, Synergy_ZIP=-0.881, Synergy_Bliss=-1.65, Synergy_Loewe=-68.0, Synergy_HSA=-1.20. (4) Drug 1: CC(C1=C(C=CC(=C1Cl)F)Cl)OC2=C(N=CC(=C2)C3=CN(N=C3)C4CCNCC4)N. Drug 2: CC12CCC3C(C1CCC2O)C(CC4=C3C=CC(=C4)O)CCCCCCCCCS(=O)CCCC(C(F)(F)F)(F)F. Cell line: SF-295. Synergy scores: CSS=16.8, Synergy_ZIP=-0.281, Synergy_Bliss=2.83, Synergy_Loewe=-5.24, Synergy_HSA=3.08. (5) Drug 1: C1=NNC2=C1C(=O)NC=N2. Drug 2: C1CCC(C(C1)N)N.C(=O)(C(=O)[O-])[O-].[Pt+4]. Cell line: MDA-MB-231. Synergy scores: CSS=10.0, Synergy_ZIP=-5.48, Synergy_Bliss=-1.20, Synergy_Loewe=-9.11, Synergy_HSA=0.510.